This data is from Forward reaction prediction with 1.9M reactions from USPTO patents (1976-2016). The task is: Predict the product of the given reaction. The product is: [C:12]([O:11][C:7]([NH:8][NH:9][CH:1]1[CH2:5][CH2:4][CH2:3][CH2:2]1)=[O:10])([CH3:15])([CH3:14])[CH3:13]. Given the reactants [C:1]1(=O)[CH2:5][CH2:4][CH2:3][CH2:2]1.[C:7]([O:11][C:12]([CH3:15])([CH3:14])[CH3:13])(=[O:10])[NH:8][NH2:9], predict the reaction product.